Dataset: Forward reaction prediction with 1.9M reactions from USPTO patents (1976-2016). Task: Predict the product of the given reaction. (1) Given the reactants C(O[CH:4](OCC)[CH2:5][N:6]=[C:7]=[NH:8])C.[C:12]([NH2:20])(=[O:19])[C:13]1[CH:18]=[CH:17][CH:16]=[CH:15][CH:14]=1.CS(O)(=O)=O, predict the reaction product. The product is: [NH:20]1[CH:12]=[CH:13][N:8]=[C:7]1[NH:6][C:5]1[CH:4]=[C:14]([NH:20][C:12](=[O:19])[C:13]2[CH:18]=[CH:17][CH:16]=[CH:15][CH:14]=2)[CH:15]=[CH:16][C:17]=1[CH3:18]. (2) The product is: [N:13]([CH2:15][C:2]1[CH:11]=[CH:10][C:5]2[N:6]=[CH:7][O:8][C:4]=2[CH:3]=1)=[N+:17]=[N-:18]. Given the reactants Br[C:2]1[CH:11]=[CH:10][C:5]2[N:6]=[C:7](C)[O:8][C:4]=2[CH:3]=1.C[N:13]([CH:15]=O)C.[N-:17]=[N+:18]=[N-].[Na+], predict the reaction product. (3) Given the reactants [NH:1]1[C:9]2[C:4](=[CH:5][CH:6]=[CH:7][C:8]=2[C:10]([OH:12])=O)[CH:3]=[CH:2]1.CN(C(ON1N=NC2C=CC=CC1=2)=[N+](C)C)C.[B-](F)(F)(F)F.C(N(CC)C(C)C)(C)C.[C:44]([C:48]1[CH:62]=[CH:61][C:51]([CH2:52][NH:53][CH2:54][CH:55]([OH:60])[C:56]([F:59])([F:58])[F:57])=[CH:50][CH:49]=1)([CH3:47])([CH3:46])[CH3:45], predict the reaction product. The product is: [C:44]([C:48]1[CH:62]=[CH:61][C:51]([CH2:52][N:53]([CH2:54][CH:55]([OH:60])[C:56]([F:59])([F:57])[F:58])[C:10]([C:8]2[CH:7]=[CH:6][CH:5]=[C:4]3[C:9]=2[NH:1][CH:2]=[CH:3]3)=[O:12])=[CH:50][CH:49]=1)([CH3:47])([CH3:45])[CH3:46]. (4) Given the reactants [OH:1][C:2]1[CH:7]=[CH:6][C:5]([C:8]2[CH:13]=[CH:12][CH:11]=[CH:10][CH:9]=2)=[CH:4][CH:3]=1.Br[CH2:15][CH2:16][CH2:17][CH2:18][CH2:19][CH2:20][CH2:21][CH2:22][OH:23].C(=O)([O-])[O-].[K+].[K+].O, predict the reaction product. The product is: [OH:23][CH2:22][CH2:21][CH2:20][CH2:19][CH2:18][CH2:17][CH2:16][CH2:15][O:1][C:2]1[CH:3]=[CH:4][C:5]([C:8]2[CH:13]=[CH:12][CH:11]=[CH:10][CH:9]=2)=[CH:6][CH:7]=1.